The task is: Predict the reaction yield, written as a fraction of the theoretical maximum amount of product (1.0 means a 100% yield; for example, 0.34 means a 34% yield).. This data is from Reaction yield outcomes from USPTO patents with 853,638 reactions. (1) The reactants are C([O:3][C:4](=[O:17])[CH2:5][O:6][C:7]1[CH:12]=[CH:11][C:10]([SH:13])=[CH:9][C:8]=1[CH2:14][CH2:15][CH3:16])C.Cl[CH2:19][C:20]1[N:21]=[C:22]([C:26]2[CH:31]=[CH:30][C:29]([C:32]([F:35])([F:34])[F:33])=[CH:28][CH:27]=2)[O:23][C:24]=1[CH3:25].C(=O)([O-])[O-].[Cs+].[Cs+]. The catalyst is C(#N)C. The product is [CH3:25][C:24]1[O:23][C:22]([C:26]2[CH:27]=[CH:28][C:29]([C:32]([F:35])([F:33])[F:34])=[CH:30][CH:31]=2)=[N:21][C:20]=1[CH2:19][S:13][C:10]1[CH:11]=[CH:12][C:7]([O:6][CH2:5][C:4]([OH:3])=[O:17])=[C:8]([CH2:14][CH2:15][CH3:16])[CH:9]=1. The yield is 0.537. (2) The yield is 0.570. The reactants are [Br:1][C:2]1[CH:3]=[N:4][CH:5]=[C:6]2[C:11]=1[N:10]=[C:9]([C:12]([OH:14])=O)[CH:8]=[CH:7]2.C(N(CC)C(C)C)(C)C.F[P-](F)(F)(F)(F)F.N1(OC(N(C)C)=[N+](C)C)C2N=CC=CC=2N=N1.Cl.[CH3:49][S:50]([C:53]1[CH:58]=[CH:57][C:56]([CH2:59][NH2:60])=[CH:55][CH:54]=1)(=[O:52])=[O:51]. The product is [Br:1][C:2]1[CH:3]=[N:4][CH:5]=[C:6]2[C:11]=1[N:10]=[C:9]([C:12]([NH:60][CH2:59][C:56]1[CH:55]=[CH:54][C:53]([S:50]([CH3:49])(=[O:52])=[O:51])=[CH:58][CH:57]=1)=[O:14])[CH:8]=[CH:7]2. The catalyst is CN(C)C=O. (3) The reactants are [N:1]1([C:5]2[CH:10]=[C:9]([Cl:11])[N:8]=[C:7](S(C)(=O)=O)[N:6]=2)[CH2:4][CH2:3][CH2:2]1.[CH:16]1([Mg]Br)[CH2:18][CH2:17]1.[Cl-].[NH4+]. The catalyst is O1CCCC1. The product is [N:1]1([C:5]2[CH:10]=[C:9]([Cl:11])[N:8]=[C:7]([CH:16]3[CH2:18][CH2:17]3)[N:6]=2)[CH2:4][CH2:3][CH2:2]1. The yield is 0.320. (4) The reactants are [CH3:1][O:2][C:3]1[CH:4]=[C:5]2[C:10](=[CH:11][C:12]=1[O:13][CH2:14][CH2:15][O:16][CH3:17])[N:9]=[CH:8][N:7]=[C:6]2[O:18][C:19]1[CH:20]=[C:21]([CH:23]=[CH:24][CH:25]=1)[NH2:22].[C:26]([C:28]([C:31]1[CH:32]=[C:33]([NH:37][C:38](=O)[O:39]C2C=CC=CC=2)[CH:34]=[CH:35][CH:36]=1)([CH3:30])[CH3:29])#[N:27]. The catalyst is C1COCC1.CN(C1C=CN=CC=1)C. The product is [C:26]([C:28]([C:31]1[CH:32]=[C:33]([NH:37][C:38]([NH:22][C:21]2[CH:23]=[CH:24][CH:25]=[C:19]([O:18][C:6]3[C:5]4[C:10](=[CH:11][C:12]([O:13][CH2:14][CH2:15][O:16][CH3:17])=[C:3]([O:2][CH3:1])[CH:4]=4)[N:9]=[CH:8][N:7]=3)[CH:20]=2)=[O:39])[CH:34]=[CH:35][CH:36]=1)([CH3:30])[CH3:29])#[N:27]. The yield is 0.550. (5) The reactants are [Cl-].[Al+3].[Cl-].[Cl-].[N+:5]([C:8]1[CH:16]=[CH:15][C:11]([C:12](Cl)=[O:13])=[CH:10][CH:9]=1)([O-:7])=[O:6].[F:17][C:18]1[CH:23]=[CH:22][CH:21]=[CH:20][CH:19]=1.Cl. The catalyst is C(=S)=S.O. The product is [F:17][C:18]1[CH:23]=[CH:22][C:21]([C:12]([C:11]2[CH:15]=[CH:16][C:8]([N+:5]([O-:7])=[O:6])=[CH:9][CH:10]=2)=[O:13])=[CH:20][CH:19]=1. The yield is 0.820. (6) The reactants are [CH2:1]1[C:5]2([CH2:10][CH2:9][N:8]([C:11]([O:13][C:14]([CH3:17])([CH3:16])[CH3:15])=[O:12])[CH2:7][CH2:6]2)[CH2:4][CH:3]([C:18]([O:20][CH2:21][CH3:22])=[O:19])[NH:2]1.CN(C(ON1N=NC2C=CC=NC1=2)=[N+](C)C)C.F[P-](F)(F)(F)(F)F.[CH3:47][O:48][C:49]([NH:51][C@H:52]([C:56](O)=[O:57])[CH:53]([CH3:55])[CH3:54])=[O:50].CCN(C(C)C)C(C)C. The catalyst is C(Cl)Cl. The product is [CH3:47][O:48][C:49]([NH:51][C@H:52]([C:56]([N:2]1[CH:3]([C:18]([O:20][CH2:21][CH3:22])=[O:19])[CH2:4][C:5]2([CH2:6][CH2:7][N:8]([C:11]([O:13][C:14]([CH3:17])([CH3:16])[CH3:15])=[O:12])[CH2:9][CH2:10]2)[CH2:1]1)=[O:57])[CH:53]([CH3:54])[CH3:55])=[O:50]. The yield is 0.550.